Dataset: Ames mutagenicity test results for genotoxicity prediction. Task: Regression/Classification. Given a drug SMILES string, predict its toxicity properties. Task type varies by dataset: regression for continuous values (e.g., LD50, hERG inhibition percentage) or binary classification for toxic/non-toxic outcomes (e.g., AMES mutagenicity, cardiotoxicity, hepatotoxicity). Dataset: ames. The molecule is COC(=O)CCC(=O)OC. The result is 0 (non-mutagenic).